This data is from Reaction yield outcomes from USPTO patents with 853,638 reactions. The task is: Predict the reaction yield, written as a fraction of the theoretical maximum amount of product (1.0 means a 100% yield; for example, 0.34 means a 34% yield). (1) The reactants are CO[CH:3](OC)[CH2:4][Br:5].Br.O.[Br:10][C:11]1[C:12]([NH2:18])=[N:13][CH:14]=[C:15](Br)[N:16]=1. The catalyst is CN(C=O)C. The product is [Br:5][C:4]1[N:16]=[C:11]([Br:10])[C:12]2[N:18]([CH:15]=[CH:14][N:13]=2)[CH:3]=1. The yield is 0.820. (2) The reactants are [O:1]=[O+][O-].[CH2:4]([N:11]1[CH:19]=[N:18][C:17]2[C:12]1=[N:13][C:14]([C:25]1[CH:30]=[CH:29][C:28]([Cl:31])=[C:27]([O:32][CH3:33])[C:26]=1[F:34])=[N:15][C:16]=2[C:20]1[O:21]C=CC=1)[C:5]1[CH:10]=[CH:9][CH:8]=[CH:7][CH:6]=1. The catalyst is ClCCl. The product is [CH2:4]([N:11]1[CH:19]=[N:18][C:17]2[C:12]1=[N:13][C:14]([C:25]1[CH:30]=[CH:29][C:28]([Cl:31])=[C:27]([O:32][CH3:33])[C:26]=1[F:34])=[N:15][C:16]=2[C:20]([OH:1])=[O:21])[C:5]1[CH:6]=[CH:7][CH:8]=[CH:9][CH:10]=1. The yield is 1.00.